From a dataset of Full USPTO retrosynthesis dataset with 1.9M reactions from patents (1976-2016). Predict the reactants needed to synthesize the given product. (1) Given the product [F:15][C:13]1[CH:12]=[CH:11][C:10]([O:16][CH3:17])=[C:9]([CH:6]2[CH2:7][CH2:8][NH:3][CH2:4][CH2:5]2)[CH:14]=1, predict the reactants needed to synthesize it. The reactants are: C([N:3]1[CH2:8][CH2:7][CH:6]([C:9]2[CH:14]=[C:13]([F:15])[CH:12]=[CH:11][C:10]=2[O:16][CH3:17])[CH2:5][CH2:4]1)=O.[OH-].[Na+]. (2) Given the product [F:34][C:2]([F:1])([F:33])[C:3]1[CH:4]=[C:5]([C@H:13]([O:15][C@H:16]2[O:24][CH2:23][C@@H:19]3[CH2:20][N:21]([C:42]4[CH:47]=[N:46][C:45]([O:48][CH3:49])=[CH:44][CH:43]=4)[CH2:22][C@H:18]3[C@@H:17]2[C:25]2[CH:30]=[CH:29][C:28]([F:31])=[CH:27][C:26]=2[CH3:32])[CH3:14])[CH:6]=[C:7]([C:9]([F:12])([F:10])[F:11])[CH:8]=1, predict the reactants needed to synthesize it. The reactants are: [F:1][C:2]([F:34])([F:33])[C:3]1[CH:4]=[C:5]([C@H:13]([O:15][C@H:16]2[O:24][CH2:23][C@@H:19]3[CH2:20][NH:21][CH2:22][C@H:18]3[C@@H:17]2[C:25]2[CH:30]=[CH:29][C:28]([F:31])=[CH:27][C:26]=2[CH3:32])[CH3:14])[CH:6]=[C:7]([C:9]([F:12])([F:11])[F:10])[CH:8]=1.CC(C)([O-])C.[Na+].Br[C:42]1[CH:43]=[CH:44][C:45]([O:48][CH3:49])=[N:46][CH:47]=1. (3) Given the product [CH2:12]([O:11]/[C:9](/[CH3:10])=[CH:8]/[C:2](=[O:1])[C:3]([O:5][CH2:6][CH3:7])=[O:4])[CH3:13], predict the reactants needed to synthesize it. The reactants are: [O:1]=[C:2]([CH2:8][C:9](=[O:11])[CH3:10])[C:3]([O:5][CH2:6][CH3:7])=[O:4].[CH2:12](OC(OCC)OCC)[CH3:13].[NH4+].[Cl-]. (4) The reactants are: C[O:2][C:3]([C:5]1[C:6]2[CH:7]=[CH:8][N:9]([CH2:14][CH2:15][O:16][C:17]3[CH:22]=[CH:21][CH:20]=[CH:19][CH:18]=3)[C:10]=2[CH:11]=[CH:12][CH:13]=1)=[O:4].C1COCC1. Given the product [O:16]([CH2:15][CH2:14][N:9]1[C:10]2[CH:11]=[CH:12][CH:13]=[C:5]([C:3]([OH:4])=[O:2])[C:6]=2[CH:7]=[CH:8]1)[C:17]1[CH:18]=[CH:19][CH:20]=[CH:21][CH:22]=1, predict the reactants needed to synthesize it. (5) Given the product [Cl:1][C:2]1[CH:3]=[C:4]([CH:12]([CH2:16][CH:17]2[CH2:21][CH2:20][CH2:19][CH2:18]2)[C:13]([NH:28][C:29]2[CH:34]=[N:33][CH:32]=[CH:31][N:30]=2)=[O:15])[CH:5]=[CH:6][C:7]=1[S:8]([CH3:11])(=[O:9])=[O:10], predict the reactants needed to synthesize it. The reactants are: [Cl:1][C:2]1[CH:3]=[C:4]([CH:12]([CH2:16][CH:17]2[CH2:21][CH2:20][CH2:19][CH2:18]2)[C:13]([OH:15])=O)[CH:5]=[CH:6][C:7]=1[S:8]([CH3:11])(=[O:10])=[O:9].C(Cl)(=O)C(Cl)=O.[NH2:28][C:29]1[CH:34]=[N:33][CH:32]=[CH:31][N:30]=1.N1C=CC=CC=1. (6) Given the product [CH3:9][C:10]1[S:14][C:13]2[NH:15][C:16]3[CH:17]=[CH:18][CH:19]=[CH:20][C:21]=3[N:22]=[C:23]([N:24]3[CH2:25][CH2:26][N:27]([CH3:30])[CH2:28][CH2:29]3)[C:12]=2[CH:11]=1.[C:1]([O-:8])(=[O:7])/[CH:2]=[CH:3]/[C:4]([O-:6])=[O:5], predict the reactants needed to synthesize it. The reactants are: [C:1]([OH:8])(=[O:7])/[CH:2]=[CH:3]/[C:4]([OH:6])=[O:5].[CH3:9][C:10]1[S:14][C:13]2[NH:15][C:16]3[CH:17]=[CH:18][CH:19]=[CH:20][C:21]=3[N:22]=[C:23]([N:24]3[CH2:29][CH2:28][N:27]([CH3:30])[CH2:26][CH2:25]3)[C:12]=2[CH:11]=1.CC(C)=O. (7) Given the product [CH2:1]([N:20]1[C:19]2[CH:21]=[CH:22][CH:23]=[CH:24][C:18]=2[CH2:17][S:16](=[O:25])(=[O:26])[C:15]2[CH:27]=[C:11]([C:9]([OH:10])=[O:8])[CH:12]=[CH:13][C:14]1=2)[CH:2]=[CH2:3], predict the reactants needed to synthesize it. The reactants are: [CH2:1](Br)[CH:2]=[CH2:3].[OH-].[Na+].C[O:8][C:9]([C:11]1[CH:12]=[CH:13][C:14]2[NH:20][C:19]3[CH:21]=[CH:22][CH:23]=[CH:24][C:18]=3[CH2:17][S:16](=[O:26])(=[O:25])[C:15]=2[CH:27]=1)=[O:10].O. (8) Given the product [C:21]([N:3]1[CH2:2][CH2:1][C:14]2[C:13]3[CH:12]=[CH:11][CH:10]=[CH:9][C:8]=3[NH:7][C:6]=2[C:5]([C:15]([O:17][CH:18]([CH3:20])[CH3:19])=[O:16])=[CH:4]1)(=[O:28])[C:22]1[CH:27]=[CH:26][CH:25]=[CH:24][CH:23]=1, predict the reactants needed to synthesize it. The reactants are: [CH2:1]1[C:14]2[C:13]3[CH:12]=[CH:11][CH:10]=[CH:9][C:8]=3[NH:7][C:6]=2[C:5]([C:15]([O:17][CH:18]([CH3:20])[CH3:19])=[O:16])=[CH:4][NH:3][CH2:2]1.[C:21](Cl)(=[O:28])[C:22]1[CH:27]=[CH:26][CH:25]=[CH:24][CH:23]=1.C(O)C(N)(CO)CO. (9) Given the product [O:16]=[C:8]1[N:7]([CH:4]2[CH2:3][CH2:2][N:1]([CH:18]3[CH2:22][CH2:21][N:20]([C:23]([O:25][CH2:26][CH3:27])=[O:24])[CH2:19]3)[CH2:6][CH2:5]2)[C:11]2[CH:12]=[CH:13][CH:14]=[CH:15][C:10]=2[NH:9]1, predict the reactants needed to synthesize it. The reactants are: [NH:1]1[CH2:6][CH2:5][CH:4]([N:7]2[C:11]3[CH:12]=[CH:13][CH:14]=[CH:15][C:10]=3[NH:9][C:8]2=[O:16])[CH2:3][CH2:2]1.O=[C:18]1[CH2:22][CH2:21][N:20]([C:23]([O:25][CH2:26][CH3:27])=[O:24])[CH2:19]1. (10) Given the product [F:15][C@@H:3]1[C@H:2]([NH:1][CH2:32][C:29]2[CH:30]=[C:31]3[N:23]=[N:24][S:25][C:26]3=[N:27][CH:28]=2)[CH2:7][CH2:6][NH:5][CH2:4]1, predict the reactants needed to synthesize it. The reactants are: [NH2:1][C@H:2]1[CH2:7][CH2:6][N:5](C(OC(C)(C)C)=O)[CH2:4][C@H:3]1[F:15].[O-]S([O-])(=O)=O.[Na+].[Na+].[N:23]1[C:31]2[C:26](=[N:27][CH:28]=[C:29]([CH:32]=O)[CH:30]=2)[S:25][N:24]=1.C(O[BH-](OC(=O)C)OC(=O)C)(=O)C.[Na+].